From a dataset of Catalyst prediction with 721,799 reactions and 888 catalyst types from USPTO. Predict which catalyst facilitates the given reaction. Reactant: [C:1]([OH:8])(=[O:7])/[CH:2]=[CH:3]\[C:4]([OH:6])=[O:5].[S:9]1[CH:13]=[CH:12][C:11]2[C:14]([N:18]3[CH2:23][CH2:22][N:21]([CH2:24][CH2:25][CH2:26][CH2:27][O:28]N4C5C(=CC=CC=5)C=CC4=O)[CH2:20][CH2:19]3)=[CH:15][CH:16]=[CH:17][C:10]1=2. Product: [C:1]([OH:8])(=[O:7])/[CH:2]=[CH:3]\[C:4]([OH:6])=[O:5].[S:9]1[CH:13]=[CH:12][C:11]2[C:14]([N:18]3[CH2:19][CH2:20][N:21]([CH2:24][CH2:25][CH2:26][CH2:27][O:28][C:10]4[CH:11]=[C:14]5[C:1]([CH:2]=[CH:3][C:4](=[O:6])[NH:18]5)=[CH:16][CH:17]=4)[CH2:22][CH2:23]3)=[CH:15][CH:16]=[CH:17][C:10]1=2. The catalyst class is: 138.